This data is from Catalyst prediction with 721,799 reactions and 888 catalyst types from USPTO. The task is: Predict which catalyst facilitates the given reaction. (1) Reactant: [C:1]([C:3]1[CH:11]=[CH:10][C:6]([C:7]([OH:9])=O)=[CH:5][CH:4]=1)#[N:2].ON1C2C=CC=CC=2N=N1.[NH:22]1[CH2:27][CH2:26][CH:25]([C:28]2[CH:45]=[CH:44][C:31]3[CH2:32][CH2:33][N:34]([C:37]([O:39][C:40]([CH3:43])([CH3:42])[CH3:41])=[O:38])[CH2:35][CH2:36][C:30]=3[CH:29]=2)[CH2:24][CH2:23]1. Product: [C:1]([C:3]1[CH:4]=[CH:5][C:6]([C:7]([N:22]2[CH2:27][CH2:26][CH:25]([C:28]3[CH:45]=[CH:44][C:31]4[CH2:32][CH2:33][N:34]([C:37]([O:39][C:40]([CH3:41])([CH3:42])[CH3:43])=[O:38])[CH2:35][CH2:36][C:30]=4[CH:29]=3)[CH2:24][CH2:23]2)=[O:9])=[CH:10][CH:11]=1)#[N:2]. The catalyst class is: 9. (2) Reactant: [OH:1][C:2]1([C:15]([F:18])([F:17])[F:16])[CH2:7][CH2:6][N:5](C(OC(C)(C)C)=O)[CH2:4][CH2:3]1.FC(F)(F)C(O)=O. Product: [F:18][C:15]([F:16])([F:17])[C:2]1([OH:1])[CH2:3][CH2:4][NH:5][CH2:6][CH2:7]1. The catalyst class is: 4.